Dataset: M1 muscarinic receptor agonist screen with 61,833 compounds. Task: Binary Classification. Given a drug SMILES string, predict its activity (active/inactive) in a high-throughput screening assay against a specified biological target. (1) The drug is S(=O)(=O)(NCc1nc2scc(n2c1)C)c1cc(F)c(OC)cc1. The result is 0 (inactive). (2) The drug is s1c(CN(Cc2cc3c([nH]c2=O)c(ccc3)C)Cc2n(nnn2)Cc2ccccc2)ccc1. The result is 0 (inactive). (3) The molecule is O(c1nc2c(n3c1nnc3C)cccc2)c1ccc(cc1)C(OC)=O. The result is 0 (inactive).